Dataset: NCI-60 drug combinations with 297,098 pairs across 59 cell lines. Task: Regression. Given two drug SMILES strings and cell line genomic features, predict the synergy score measuring deviation from expected non-interaction effect. (1) Drug 1: CCN(CC)CCCC(C)NC1=C2C=C(C=CC2=NC3=C1C=CC(=C3)Cl)OC. Drug 2: COCCOC1=C(C=C2C(=C1)C(=NC=N2)NC3=CC=CC(=C3)C#C)OCCOC.Cl. Cell line: CCRF-CEM. Synergy scores: CSS=53.1, Synergy_ZIP=2.32, Synergy_Bliss=0.717, Synergy_Loewe=-6.43, Synergy_HSA=-3.20. (2) Drug 1: CCC1(CC2CC(C3=C(CCN(C2)C1)C4=CC=CC=C4N3)(C5=C(C=C6C(=C5)C78CCN9C7C(C=CC9)(C(C(C8N6C=O)(C(=O)OC)O)OC(=O)C)CC)OC)C(=O)OC)O.OS(=O)(=O)O. Drug 2: CN1C(=O)N2C=NC(=C2N=N1)C(=O)N. Cell line: A498. Synergy scores: CSS=0.355, Synergy_ZIP=-0.901, Synergy_Bliss=-0.707, Synergy_Loewe=-2.39, Synergy_HSA=-0.939. (3) Drug 1: COC1=CC(=CC(=C1O)OC)C2C3C(COC3=O)C(C4=CC5=C(C=C24)OCO5)OC6C(C(C7C(O6)COC(O7)C8=CC=CS8)O)O. Drug 2: C1=NC2=C(N=C(N=C2N1C3C(C(C(O3)CO)O)O)F)N. Cell line: IGROV1. Synergy scores: CSS=35.5, Synergy_ZIP=-0.243, Synergy_Bliss=5.01, Synergy_Loewe=-25.3, Synergy_HSA=4.30. (4) Drug 1: COC1=CC(=CC(=C1O)OC)C2C3C(COC3=O)C(C4=CC5=C(C=C24)OCO5)OC6C(C(C7C(O6)COC(O7)C8=CC=CS8)O)O. Synergy scores: CSS=13.5, Synergy_ZIP=-0.431, Synergy_Bliss=4.13, Synergy_Loewe=-0.245, Synergy_HSA=4.57. Drug 2: C1CN1P(=S)(N2CC2)N3CC3. Cell line: OVCAR3. (5) Drug 1: C1=C(C(=O)NC(=O)N1)N(CCCl)CCCl. Drug 2: CN(CCCl)CCCl.Cl. Cell line: SW-620. Synergy scores: CSS=50.1, Synergy_ZIP=5.44, Synergy_Bliss=5.67, Synergy_Loewe=5.80, Synergy_HSA=7.77. (6) Drug 1: CN(CC1=CN=C2C(=N1)C(=NC(=N2)N)N)C3=CC=C(C=C3)C(=O)NC(CCC(=O)O)C(=O)O. Drug 2: C1CC(C1)(C(=O)O)C(=O)O.[NH2-].[NH2-].[Pt+2]. Cell line: SF-268. Synergy scores: CSS=17.2, Synergy_ZIP=-0.668, Synergy_Bliss=5.37, Synergy_Loewe=-21.1, Synergy_HSA=-3.91. (7) Drug 1: CCCCCOC(=O)NC1=NC(=O)N(C=C1F)C2C(C(C(O2)C)O)O. Drug 2: C1CN(CCN1C(=O)CCBr)C(=O)CCBr. Cell line: SF-295. Synergy scores: CSS=6.67, Synergy_ZIP=-4.14, Synergy_Bliss=-0.647, Synergy_Loewe=-11.7, Synergy_HSA=-1.65.